From a dataset of Catalyst prediction with 721,799 reactions and 888 catalyst types from USPTO. Predict which catalyst facilitates the given reaction. (1) Reactant: O.[CH2:2]([N:9]1[CH2:13][C:12]([C:14]2[CH:19]=[CH:18][C:17]([Cl:20])=[CH:16][CH:15]=2)=[C:11]([C:21]([OH:23])=[O:22])[CH2:10]1)[C:3]1[CH:8]=[CH:7][CH:6]=[CH:5][CH:4]=1.[H][H]. Product: [CH2:2]([N:9]1[CH2:13][C@H:12]([C:14]2[CH:15]=[CH:16][C:17]([Cl:20])=[CH:18][CH:19]=2)[C@H:11]([C:21]([OH:23])=[O:22])[CH2:10]1)[C:3]1[CH:4]=[CH:5][CH:6]=[CH:7][CH:8]=1. The catalyst class is: 5. (2) Reactant: [Cl:1][C:2]1[CH:33]=[CH:32][C:5]([C:6]([N:8]2[CH2:12][CH2:11][C@@H:10]([NH:13][C:14]3[N:15]=[CH:16][C:17](/[CH:20]=[CH:21]/[C:22]([NH:24][O:25]C4CCCCO4)=[O:23])=[N:18][CH:19]=3)[CH2:9]2)=[O:7])=[CH:4][CH:3]=1.Cl. Product: [ClH:1].[Cl:1][C:2]1[CH:3]=[CH:4][C:5]([C:6]([N:8]2[CH2:12][CH2:11][C@@H:10]([NH:13][C:14]3[N:15]=[CH:16][C:17](/[CH:20]=[CH:21]/[C:22]([NH:24][OH:25])=[O:23])=[N:18][CH:19]=3)[CH2:9]2)=[O:7])=[CH:32][CH:33]=1. The catalyst class is: 8. (3) Reactant: [CH3:1][C:2]1[N:25]([CH3:26])[C:5]2[CH:6]=[C:7]([C:22]([OH:24])=O)[C:8]3[CH2:9][CH2:10][C:11]4([NH:20][C:21]=3[C:4]=2[N:3]=1)[CH2:19][C:18]1[C:13](=[CH:14][CH:15]=[CH:16][CH:17]=1)[CH2:12]4.CN(C(O[N:35]1N=NC2C=[CH:39][CH:40]=[CH:41][C:36]1=2)=[N+](C)C)C.[B-](F)(F)(F)F.N1CCCC1. Product: [CH3:1][C:2]1[N:25]([CH3:26])[C:5]2[CH:6]=[C:7]([C:22]([N:35]3[CH2:36][CH2:41][CH2:40][CH2:39]3)=[O:24])[C:8]3[CH2:9][CH2:10][C:11]4([NH:20][C:21]=3[C:4]=2[N:3]=1)[CH2:19][C:18]1[C:13](=[CH:14][CH:15]=[CH:16][CH:17]=1)[CH2:12]4. The catalyst class is: 9. (4) Reactant: C([C:3]1[C:4](CC2C=CC=CC=2)=[C:5]2[C:10](=[O:11])[NH:9][C:7](=[O:8])[C:6]2=[CH:12][CH:13]=1)=C.O.NN. Product: [C:10]1(=[O:11])[NH:9][C:7](=[O:8])[C:6]2=[CH:12][CH:13]=[CH:3][CH:4]=[C:5]12. The catalyst class is: 8. (5) Reactant: [NH:1]1[C:5]2[CH:6]=[N:7][CH:8]=[C:9]([C:10]#[N:11])[C:4]=2[CH:3]=[CH:2]1.[H-].[Na+].Cl[CH2:15][O:16][CH2:17][CH2:18][Si:19]([CH3:22])([CH3:21])[CH3:20]. Product: [CH3:20][Si:19]([CH3:22])([CH3:21])[CH2:18][CH2:17][O:16][CH2:15][N:1]1[C:5]2[CH:6]=[N:7][CH:8]=[C:9]([C:10]#[N:11])[C:4]=2[CH:3]=[CH:2]1. The catalyst class is: 1. (6) Reactant: [C:9](O[C:9]([O:11][C:12]([CH3:15])([CH3:14])[CH3:13])=[O:10])([O:11][C:12]([CH3:15])([CH3:14])[CH3:13])=[O:10].[NH2:16][C:17]1[N:18]([C:27]([O:29][C:30]([CH3:33])([CH3:32])[CH3:31])=[O:28])[CH:19]=[C:20]([CH:22]([O:25][CH3:26])[O:23][CH3:24])[N:21]=1. Product: [CH3:13][C:12]([O:11][C:9]([N:16]([C:9]([O:11][C:12]([CH3:13])([CH3:14])[CH3:15])=[O:10])[C:17]1[N:18]([C:27]([O:29][C:30]([CH3:33])([CH3:32])[CH3:31])=[O:28])[CH:19]=[C:20]([CH:22]([O:23][CH3:24])[O:25][CH3:26])[N:21]=1)=[O:10])([CH3:15])[CH3:14]. The catalyst class is: 154. (7) Reactant: [CH3:1][O:2][C:3]([C:5]1[C@H:11]([CH3:12])[CH2:10][N:9]([C:13]([O:15][C:16]([CH3:19])([CH3:18])[CH3:17])=[O:14])[C:8]2[CH:20]=[CH:21][CH:22]=[CH:23][C:7]=2[CH:6]=1)=[O:4].[H][H]. Product: [CH3:1][O:2][C:3]([CH:5]1[C@H:11]([CH3:12])[CH2:10][N:9]([C:13]([O:15][C:16]([CH3:19])([CH3:17])[CH3:18])=[O:14])[C:8]2[CH:20]=[CH:21][CH:22]=[CH:23][C:7]=2[CH2:6]1)=[O:4]. The catalyst class is: 63.